From a dataset of NCI-60 drug combinations with 297,098 pairs across 59 cell lines. Regression. Given two drug SMILES strings and cell line genomic features, predict the synergy score measuring deviation from expected non-interaction effect. Drug 1: CC1=C(C=C(C=C1)NC2=NC=CC(=N2)N(C)C3=CC4=NN(C(=C4C=C3)C)C)S(=O)(=O)N.Cl. Drug 2: C1=NNC2=C1C(=O)NC=N2. Cell line: NCI-H460. Synergy scores: CSS=-1.13, Synergy_ZIP=-0.430, Synergy_Bliss=-1.03, Synergy_Loewe=-6.08, Synergy_HSA=-5.27.